This data is from Full USPTO retrosynthesis dataset with 1.9M reactions from patents (1976-2016). The task is: Predict the reactants needed to synthesize the given product. (1) Given the product [C:7]([O:1][CH2:2][CH:3]([OH:4])[CH2:5][O:6][C:7](=[O:17])[CH2:8][CH2:9][CH2:10][CH2:11][CH2:12][CH2:13][CH2:14][CH2:15][CH3:16])(=[O:17])[CH2:8][CH2:9][CH2:10][CH2:11][CH2:12][CH2:13][CH2:14][CH2:15][CH3:16], predict the reactants needed to synthesize it. The reactants are: [OH:1][CH2:2][CH:3]([CH2:5][OH:6])[OH:4].[C:7](Cl)(=[O:17])[CH2:8][CH2:9][CH2:10][CH2:11][CH2:12][CH2:13][CH2:14][CH2:15][CH3:16]. (2) Given the product [CH2:1]([O:3][C:4]([C:6]1[C:7](=[O:29])[C:8]2[CH:13]=[N:12][C:11]([NH:44][C:41]3[CH:40]=[CH:39][C:38]([CH2:37][N:34]4[CH2:33][CH2:32][N:31]([CH3:30])[CH2:36][CH2:35]4)=[CH:43][CH:42]=3)=[N:10][C:9]=2[N:18]([C:20]2[CH:21]=[C:22]3[C:26](=[CH:27][CH:28]=2)[CH2:25][CH2:24][CH2:23]3)[CH:19]=1)=[O:5])[CH3:2], predict the reactants needed to synthesize it. The reactants are: [CH2:1]([O:3][C:4]([C:6]1[C:7](=[O:29])[C:8]2[CH:13]=[N:12][C:11](S(C)(=O)=O)=[N:10][C:9]=2[N:18]([C:20]2[CH:21]=[C:22]3[C:26](=[CH:27][CH:28]=2)[CH2:25][CH2:24][CH2:23]3)[CH:19]=1)=[O:5])[CH3:2].[CH3:30][N:31]1[CH2:36][CH2:35][N:34]([CH2:37][C:38]2[CH:43]=[CH:42][C:41]([NH2:44])=[CH:40][CH:39]=2)[CH2:33][CH2:32]1. (3) Given the product [CH3:1][O:2][C:3](=[O:35])[C@H:4]([CH2:13][C:14]1[CH:15]=[CH:16][C:17]([C:20]2[C:21](=[O:27])[N:22]([CH2:13][C:14]3[CH:19]=[CH:18][CH:17]=[CH:16][CH:15]=3)[CH:23]=[C:24]([Cl:26])[CH:25]=2)=[CH:18][CH:19]=1)[NH2:5], predict the reactants needed to synthesize it. The reactants are: [CH3:1][O:2][C:3](=[O:35])[C@H:4]([CH2:13][C:14]1(CC2C=CC=CC=2)[CH:19]=[CH:18][C:17]([C:20]2[C:21](=[O:27])[NH:22][CH:23]=[C:24]([Cl:26])[CH:25]=2)=[CH:16][CH2:15]1)[NH:5]C(OC(C)(C)C)=O. (4) Given the product [Cl:1][C:2]1[CH:3]=[CH:4][C:5]2[N:6]([C:8]([CH2:14][N:22]3[CH2:23][CH:19]([CH:18]=[C:17]([F:25])[F:16])[CH2:20][C:21]3=[O:24])=[C:9]([CH:11]3[CH2:12][CH2:13]3)[N:10]=2)[N:7]=1, predict the reactants needed to synthesize it. The reactants are: [Cl:1][C:2]1[CH:3]=[CH:4][C:5]2[N:6]([C:8]([CH2:14]O)=[C:9]([CH:11]3[CH2:13][CH2:12]3)[N:10]=2)[N:7]=1.[F:16][C:17]([F:25])=[CH:18][CH:19]1[CH2:23][NH:22][C:21](=[O:24])[CH2:20]1. (5) Given the product [NH:6]1[C:7]2[C:12](=[CH:11][CH:10]=[CH:9][CH:8]=2)[C:4]([CH2:3][CH2:2][N:1]2[C:22](=[O:23])[C:21]3[C:20](=[CH:27][CH:26]=[CH:25][CH:24]=3)[C:19]2=[O:28])=[CH:5]1, predict the reactants needed to synthesize it. The reactants are: [NH2:1][CH2:2][CH2:3][C:4]1[C:12]2[C:7](=[CH:8][CH:9]=[CH:10][CH:11]=2)[NH:6][CH:5]=1.C(N1[C:22](=[O:23])[C:21]2=[CH:24][CH:25]=[CH:26][CH:27]=[C:20]2[C:19]1=[O:28])(OCC)=O. (6) Given the product [CH3:21][C@@H:9]1[N:8]([C:5]2[N:4]=[CH:3][C:2]([B:27]3[O:31][C:30]([CH3:33])([CH3:32])[C:29]([CH3:35])([CH3:34])[O:28]3)=[CH:7][N:6]=2)[CH2:13][CH2:12][N:11]([C:14]([O:16][C:17]([CH3:20])([CH3:19])[CH3:18])=[O:15])[CH2:10]1, predict the reactants needed to synthesize it. The reactants are: Br[C:2]1[CH:3]=[N:4][C:5]([N:8]2[CH2:13][CH2:12][N:11]([C:14]([O:16][C:17]([CH3:20])([CH3:19])[CH3:18])=[O:15])[CH2:10][C@@H:9]2[CH3:21])=[N:6][CH:7]=1.C([O-])(=O)C.[K+].[B:27]1([B:27]2[O:31][C:30]([CH3:33])([CH3:32])[C:29]([CH3:35])([CH3:34])[O:28]2)[O:31][C:30]([CH3:33])([CH3:32])[C:29]([CH3:35])([CH3:34])[O:28]1. (7) The reactants are: C([NH:5][S:6]([C:9]1[CH:14]=[CH:13][CH:12]=[C:11]([C:15]2[N:20]=[C:19]([C:21]3[CH:26]=[C:25]([C:27]4[CH:28]=[N:29][C:30]([C:33]([F:36])([F:35])[F:34])=[CH:31][CH:32]=4)[CH:24]=[C:23]([CH3:37])[N:22]=3)[CH:18]=[CH:17][CH:16]=2)[CH:10]=1)(=[O:8])=[O:7])(C)(C)C.C(O)(C(F)(F)F)=O. Given the product [CH3:37][C:23]1[N:22]=[C:21]([C:19]2[CH:18]=[CH:17][CH:16]=[C:15]([C:11]3[CH:10]=[C:9]([S:6]([NH2:5])(=[O:8])=[O:7])[CH:14]=[CH:13][CH:12]=3)[N:20]=2)[CH:26]=[C:25]([C:27]2[CH:28]=[N:29][C:30]([C:33]([F:35])([F:34])[F:36])=[CH:31][CH:32]=2)[CH:24]=1, predict the reactants needed to synthesize it. (8) Given the product [Cl:1][C:2]1[CH:7]=[CH:6][C:5]([CH2:8][C:9]([O:11][CH3:12])=[O:10])=[C:4]([CH2:13][N:20]2[CH2:19][CH2:18][N:17]([S:22]([C:25]3[CH:30]=[CH:29][CH:28]=[CH:27][CH:26]=3)(=[O:24])=[O:23])[C@@H:16]([CH3:15])[CH2:21]2)[CH:3]=1, predict the reactants needed to synthesize it. The reactants are: [Cl:1][C:2]1[CH:7]=[CH:6][C:5]([CH2:8][C:9]([O:11][CH3:12])=[O:10])=[C:4]([CH:13]=O)[CH:3]=1.[CH3:15][C@H:16]1[CH2:21][NH:20][CH2:19][CH2:18][N:17]1[S:22]([C:25]1[CH:30]=[CH:29][CH:28]=[CH:27][CH:26]=1)(=[O:24])=[O:23].[O-]S([O-])(=O)=O.[Mg+2].C(O[BH-](OC(=O)C)OC(=O)C)(=O)C.[Na+]. (9) The reactants are: Cl[C:2]1[C:11]2[C:6](=[CH:7][CH:8]=[CH:9][CH:10]=2)[NH:5]/[C:4](=[C:12]2/[C:13]([CH3:18])=[N:14][NH:15][C:16]/2=[O:17])/[CH:3]=1.[SH:19][C:20]1[CH:28]=[CH:27][C:23]([C:24]([OH:26])=[O:25])=[CH:22][N:21]=1. Given the product [CH3:18][C:13]1=[N:14][NH:15][C:16](=[O:17])/[C:12]/1=[C:4]1\[NH:5][C:6]2[C:11]([C:2]([S:19][C:20]3[CH:28]=[CH:27][C:23]([C:24]([OH:26])=[O:25])=[CH:22][N:21]=3)=[CH:3]\1)=[CH:10][CH:9]=[CH:8][CH:7]=2, predict the reactants needed to synthesize it. (10) Given the product [CH3:43][O:42][C:40]([C:37]1([C:34]2[CH:35]=[CH:36][C:31]([C:2]3[CH:7]=[CH:6][C:5]([C:8]4[N:9]=[N:10][N:11]([CH3:22])[C:12]=4[NH:13][C:14]([O:15][C@H:16]([CH3:17])[CH:18]([CH3:20])[CH3:19])=[O:21])=[CH:4][CH:3]=3)=[CH:32][CH:33]=2)[CH2:39][CH2:38]1)=[O:41], predict the reactants needed to synthesize it. The reactants are: Br[C:2]1[CH:7]=[CH:6][C:5]([C:8]2[N:9]=[N:10][N:11]([CH3:22])[C:12]=2[NH:13][C:14](=[O:21])[O:15][C@@H:16]([CH:18]([CH3:20])[CH3:19])[CH3:17])=[CH:4][CH:3]=1.CC1(C)C(C)(C)OB([C:31]2[CH:36]=[CH:35][C:34]([C:37]3([C:40]([O:42][CH3:43])=[O:41])[CH2:39][CH2:38]3)=[CH:33][CH:32]=2)O1.CC(C1C=C(C(C)C)C(C2C=CC=CC=2P(C2CCCCC2)C2CCCCC2)=C(C(C)C)C=1)C.[O-]P([O-])([O-])=O.[K+].[K+].[K+].